From a dataset of Forward reaction prediction with 1.9M reactions from USPTO patents (1976-2016). Predict the product of the given reaction. (1) Given the reactants [CH3:1][N:2]([CH3:28])[C:3]([C:5]1[CH:10]=[CH:9][C:8]([N:11]2[CH:20]=[C:19]3[C:13]([CH2:14][CH2:15][N:16](C(OC(C)(C)C)=O)[CH2:17][CH2:18]3)=[N:12]2)=[CH:7][CH:6]=1)=[O:4].FC(F)(F)C(O)=O, predict the reaction product. The product is: [CH3:1][N:2]([CH3:28])[C:3](=[O:4])[C:5]1[CH:10]=[CH:9][C:8]([N:11]2[CH:20]=[C:19]3[C:13]([CH2:14][CH2:15][NH:16][CH2:17][CH2:18]3)=[N:12]2)=[CH:7][CH:6]=1. (2) Given the reactants [C:1]1(P(C2C=CC=CC=2)C2C=CC=CC=2)C=CC=C[CH:2]=1.Cl[C:21]1[CH:26]=[CH:25][C:24]([C:27]([C:40]2[CH:45]=[CH:44][C:43](Cl)=[CH:42][CH:41]=2)([C:33]2[CH:38]=[CH:37][C:36](Cl)=[CH:35][CH:34]=2)[CH2:28][C:29]([O:31][CH3:32])=[O:30])=[CH:23][CH:22]=1.[CH:47]([Sn](CCCC)(CCCC)CCCC)=[CH2:48].[F-].[K+].CO[CH2:66][CH2:67]OC, predict the reaction product. The product is: [CH:1]([C:43]1[CH:42]=[CH:41][C:40]([C:27]([C:24]2[CH:23]=[CH:22][C:21]([CH:66]=[CH2:67])=[CH:26][CH:25]=2)([C:33]2[CH:34]=[CH:35][C:36]([CH:47]=[CH2:48])=[CH:37][CH:38]=2)[CH2:28][C:29]([O:31][CH3:32])=[O:30])=[CH:45][CH:44]=1)=[CH2:2]. (3) Given the reactants [CH3:1][C:2]([CH3:21])([CH3:20])[C:3]([N:5]1[CH2:10][CH2:9][N:8]([C:11]2[CH:12]=[N:13][C:14]([N+:17]([O-:19])=[O:18])=[CH:15][CH:16]=2)[CH2:7][CH2:6]1)=O.CSC, predict the reaction product. The product is: [CH3:1][C:2]([CH3:21])([CH3:20])[CH2:3][N:5]1[CH2:6][CH2:7][N:8]([C:11]2[CH:12]=[N:13][C:14]([N+:17]([O-:19])=[O:18])=[CH:15][CH:16]=2)[CH2:9][CH2:10]1. (4) Given the reactants [CH3:1][O:2][C:3](=[O:21])[CH2:4][CH2:5][C:6]1[CH:11]=[CH:10][CH:9]=[C:8]([O:12][Si:13]([C:16]([CH3:19])([CH3:18])[CH3:17])([CH3:15])[CH3:14])[C:7]=1Br.[CH:22]1(B(O)O)[CH2:24][CH2:23]1.P([O-])([O-])([O-])=O.[K+].[K+].[K+].C1(P(C2CCCCC2)C2CCCCC2)CCCCC1, predict the reaction product. The product is: [CH3:1][O:2][C:3](=[O:21])[CH2:4][CH2:5][C:6]1[CH:11]=[CH:10][CH:9]=[C:8]([O:12][Si:13]([C:16]([CH3:19])([CH3:18])[CH3:17])([CH3:15])[CH3:14])[C:7]=1[CH:22]1[CH2:24][CH2:23]1. (5) Given the reactants Br[C:2]1[C:3]2[C:8]([C:9]3[CH:10]=[CH:11][CH:12]=[CH:13][C:14]=3[CH:15]=1)=[CH:7][CH:6]=[CH:5][CH:4]=2.[CH:16]([C:18]1[CH:23]=[CH:22][CH:21]=[CH:20][C:19]=1B(O)O)=[O:17].C(=O)([O-])[O-].[Na+].[Na+], predict the reaction product. The product is: [CH:16]([C:18]1[CH:23]=[CH:22][CH:21]=[CH:20][C:19]=1[C:2]1[C:3]2[C:8]([C:9]3[CH:10]=[CH:11][CH:12]=[CH:13][C:14]=3[CH:15]=1)=[CH:7][CH:6]=[CH:5][CH:4]=2)=[O:17].